This data is from NCI-60 drug combinations with 297,098 pairs across 59 cell lines. The task is: Regression. Given two drug SMILES strings and cell line genomic features, predict the synergy score measuring deviation from expected non-interaction effect. (1) Drug 1: C1=NC2=C(N=C(N=C2N1C3C(C(C(O3)CO)O)F)Cl)N. Cell line: UO-31. Drug 2: C#CCC(CC1=CN=C2C(=N1)C(=NC(=N2)N)N)C3=CC=C(C=C3)C(=O)NC(CCC(=O)O)C(=O)O. Synergy scores: CSS=49.6, Synergy_ZIP=5.63, Synergy_Bliss=0.912, Synergy_Loewe=-26.5, Synergy_HSA=-1.79. (2) Drug 1: C1=C(C(=O)NC(=O)N1)F. Drug 2: CN1C=C(C=N1)C2=C3N=C(C(=C(N3N=C2)N)Br)C4CCCNC4. Cell line: NCI-H460. Synergy scores: CSS=61.5, Synergy_ZIP=8.29, Synergy_Bliss=7.09, Synergy_Loewe=7.55, Synergy_HSA=10.1. (3) Drug 1: C1=CC=C(C(=C1)C(C2=CC=C(C=C2)Cl)C(Cl)Cl)Cl. Drug 2: C#CCC(CC1=CN=C2C(=N1)C(=NC(=N2)N)N)C3=CC=C(C=C3)C(=O)NC(CCC(=O)O)C(=O)O. Cell line: HOP-92. Synergy scores: CSS=1.89, Synergy_ZIP=-0.955, Synergy_Bliss=-4.68, Synergy_Loewe=-3.02, Synergy_HSA=-5.69. (4) Cell line: M14. Drug 1: C1=C(C(=O)NC(=O)N1)N(CCCl)CCCl. Drug 2: CS(=O)(=O)CCNCC1=CC=C(O1)C2=CC3=C(C=C2)N=CN=C3NC4=CC(=C(C=C4)OCC5=CC(=CC=C5)F)Cl. Synergy scores: CSS=38.5, Synergy_ZIP=3.38, Synergy_Bliss=4.89, Synergy_Loewe=1.61, Synergy_HSA=1.98. (5) Drug 1: CC(CN1CC(=O)NC(=O)C1)N2CC(=O)NC(=O)C2. Cell line: A549. Drug 2: C1=NC2=C(N=C(N=C2N1C3C(C(C(O3)CO)O)F)Cl)N. Synergy scores: CSS=46.0, Synergy_ZIP=-2.79, Synergy_Bliss=-3.28, Synergy_Loewe=-3.93, Synergy_HSA=-0.482.